From a dataset of Forward reaction prediction with 1.9M reactions from USPTO patents (1976-2016). Predict the product of the given reaction. (1) Given the reactants [CH2:1]([O:3][C:4]([C:6]1([C:9]2[CH:14]=[CH:13][C:12]([C:15]3[CH:20]=[CH:19][C:18]([C:21]4[O:25][N:24]=[C:23]([CH3:26])[C:22]=4[NH2:27])=[CH:17][CH:16]=3)=[CH:11][CH:10]=2)[CH2:8][CH2:7]1)=[O:5])[CH3:2].Br[C:29]1[N:34]=[C:33]([C:35]2[CH:40]=[CH:39][CH:38]=[CH:37][CH:36]=2)[CH:32]=[CH:31][N:30]=1, predict the reaction product. The product is: [CH2:1]([O:3][C:4]([C:6]1([C:9]2[CH:10]=[CH:11][C:12]([C:15]3[CH:20]=[CH:19][C:18]([C:21]4[O:25][N:24]=[C:23]([CH3:26])[C:22]=4[NH:27][C:29]4[N:34]=[C:33]([C:35]5[CH:40]=[CH:39][CH:38]=[CH:37][CH:36]=5)[CH:32]=[CH:31][N:30]=4)=[CH:17][CH:16]=3)=[CH:13][CH:14]=2)[CH2:8][CH2:7]1)=[O:5])[CH3:2]. (2) Given the reactants C(N(CC)CC)C.[C:8]([O:12][C:13]([N:15]1[CH2:18][CH:17]([NH2:19])[CH2:16]1)=[O:14])([CH3:11])([CH3:10])[CH3:9].[CH3:20][S:21](Cl)(=[O:23])=[O:22].O, predict the reaction product. The product is: [C:8]([O:12][C:13]([N:15]1[CH2:18][CH:17]([NH:19][S:21]([CH3:20])(=[O:23])=[O:22])[CH2:16]1)=[O:14])([CH3:11])([CH3:9])[CH3:10]. (3) Given the reactants [C:1]([O:5][C:6]([NH:8][C:9]1([C:18]([OH:20])=O)[CH2:17][C:16]2[C:11](=[CH:12][CH:13]=[CH:14][CH:15]=2)[CH2:10]1)=[O:7])([CH3:4])([CH3:3])[CH3:2].Cl.[CH3:22][NH:23][O:24][CH3:25].C(N(CC)C(C)C)(C)C.CN(C(ON1N=NC2C=CC=NC1=2)=[N+](C)C)C.F[P-](F)(F)(F)(F)F, predict the reaction product. The product is: [C:1]([O:5][C:6](=[O:7])[NH:8][C:9]1([C:18](=[O:20])[N:23]([O:24][CH3:25])[CH3:22])[CH2:10][C:11]2[C:16](=[CH:15][CH:14]=[CH:13][CH:12]=2)[CH2:17]1)([CH3:4])([CH3:2])[CH3:3]. (4) Given the reactants BrC1C=C(F)C=CC=1CN1C(C)(C)C(=O)N(C2C=CC(C#N)=C(C(C)(C)C)C=2)C1=O.FC1C=C(F)C=CC=1N.[C:40]([C:44]1[CH:51]=[C:50]([N:52]2[C:56](=[O:57])[C:55]([CH3:59])([CH3:58])[N:54]([CH2:60][C:61]3[CH:66]=[CH:65][C:64](F)=[CH:63][C:62]=3[NH:68][C:69]3[CH:74]=[CH:73][C:72](F)=[CH:71][C:70]=3F)[C:53]2=[O:77])[CH:49]=[CH:48][C:45]=1[C:46]#[N:47])([CH3:43])([CH3:42])[CH3:41], predict the reaction product. The product is: [C:40]([C:44]1[CH:51]=[C:50]([N:52]2[C:56](=[O:57])[C:55]([CH3:59])([CH3:58])[N:54]([CH2:60][C:61]3[CH:66]=[CH:65][CH:64]=[CH:63][C:62]=3[NH:68][C:69]3[CH:70]=[CH:71][CH:72]=[CH:73][CH:74]=3)[C:53]2=[O:77])[CH:49]=[CH:48][C:45]=1[C:46]#[N:47])([CH3:41])([CH3:42])[CH3:43].